This data is from Forward reaction prediction with 1.9M reactions from USPTO patents (1976-2016). The task is: Predict the product of the given reaction. (1) Given the reactants [CH3:1][C:2]1[C:6]2[C:7](=[O:18])[N:8]([CH2:11][CH2:12][N:13]3[CH2:17][CH2:16][CH2:15][CH2:14]3)[CH2:9][CH2:10][C:5]=2[NH:4][C:3]=1[CH:19]=O.[Br:21][C:22]1[CH:23]=[C:24]2[CH2:30][C:29](=[O:31])[NH:28][C:25]2=[N:26][CH:27]=1, predict the reaction product. The product is: [Br:21][C:22]1[CH:23]=[C:24]2[C:30](=[CH:19][C:3]3[NH:4][C:5]4[CH2:10][CH2:9][N:8]([CH2:11][CH2:12][N:13]5[CH2:14][CH2:15][CH2:16][CH2:17]5)[C:7](=[O:18])[C:6]=4[C:2]=3[CH3:1])[C:29](=[O:31])[NH:28][C:25]2=[N:26][CH:27]=1. (2) Given the reactants [CH3:1][C:2]1[O:6][C:5]([C:7]2[CH:12]=[CH:11][CH:10]=[CH:9][CH:8]=2)=[N:4][C:3]=1[CH2:13][CH2:14][O:15][C:16]1[C:24]2[CH:23]=[CH:22][S:21][C:20]=2[C:19]([CH:25]=[C:26]2[S:30][C:29](=[O:31])[NH:28][C:27]2=[O:32])=[CH:18][CH:17]=1.C1C=CC(C2C=CC=CC=2)=CC=1.C1C=CC(OC2C=CC=CC=2)=CC=1.C(N(CC)CC)C, predict the reaction product. The product is: [CH3:1][C:2]1[O:6][C:5]([C:7]2[CH:12]=[CH:11][CH:10]=[CH:9][CH:8]=2)=[N:4][C:3]=1[CH2:13][CH2:14][O:15][C:16]1[C:24]2[CH:23]=[CH:22][S:21][C:20]=2[C:19]([CH2:25][CH:26]2[S:30][C:29](=[O:31])[NH:28][C:27]2=[O:32])=[CH:18][CH:17]=1. (3) Given the reactants [NH2:1][CH:2]([C:11]1[C:16]([O:17][CH3:18])=[CH:15][CH:14]=[CH:13][C:12]=1[O:19][CH3:20])[CH2:3][CH:4]([CH3:10])[C:5]([O:7]CC)=O.[CH3:21][O:22][C:23]1[CH:30]=[CH:29][C:26]([CH:27]=O)=[CH:25][C:24]=1[O:31][C:32]([F:35])([F:34])[F:33], predict the reaction product. The product is: [CH3:18][O:17][C:16]1[CH:15]=[CH:14][CH:13]=[C:12]([O:19][CH3:20])[C:11]=1[CH:2]1[N:1]([CH2:27][C:26]2[CH:29]=[CH:30][C:23]([O:22][CH3:21])=[C:24]([O:31][C:32]([F:33])([F:34])[F:35])[CH:25]=2)[C:5](=[O:7])[CH:4]([CH3:10])[CH2:3]1. (4) Given the reactants [O:1]1C=CC=[C:2]1[C:6]1[N:10]([C:11]2[N:16]=[C:15]([CH2:17][NH:18][C:19](=[O:30])[C@@H:20]([NH:22][C:23](=[O:29])[O:24][C:25]([CH3:28])([CH3:27])[CH3:26])[CH3:21])[CH:14]=[CH:13][CH:12]=2)[N:9]=[C:8]([C:31]([F:34])([F:33])[F:32])[CH:7]=1.C(Cl)(Cl)(Cl)Cl.I([O-])(=O)(=O)=[O:41].[Na+].C(O)(C)C, predict the reaction product. The product is: [C:25]([O:24][C:23]([NH:22][C@@H:20]([CH3:21])[C:19]([NH:18][CH2:17][C:15]1[N:16]=[C:11]([N:10]2[C:6]([C:2]([OH:1])=[O:41])=[CH:7][C:8]([C:31]([F:33])([F:32])[F:34])=[N:9]2)[CH:12]=[CH:13][CH:14]=1)=[O:30])=[O:29])([CH3:26])([CH3:28])[CH3:27]. (5) Given the reactants [NH2:1][C:2]1[CH:7]=[CH:6][C:5]([S:8][C:9]2[CH:14]=[CH:13][C:12]([OH:15])=[CH:11][CH:10]=2)=[C:4]([N+:16]([O-:18])=[O:17])[CH:3]=1.[Br:19][C:20]1[CH:27]=[CH:26][C:23]([CH:24]=O)=[CH:22][CH:21]=1, predict the reaction product. The product is: [Br:19][C:20]1[CH:27]=[CH:26][C:23]([CH2:24][NH:1][C:2]2[CH:7]=[CH:6][C:5]([S:8][C:9]3[CH:10]=[CH:11][C:12]([OH:15])=[CH:13][CH:14]=3)=[C:4]([N+:16]([O-:18])=[O:17])[CH:3]=2)=[CH:22][CH:21]=1. (6) Given the reactants FC(F)(F)C(OC(=O)C(F)(F)F)=[O:4].[Cl:14][C:15]1[C:16]([CH3:27])=[N+:17]([O-])[CH:18]=[C:19]([CH:21]2[O:25][CH2:24][CH2:23][O:22]2)[CH:20]=1.CO.C([O-])([O-])=O.[Na+].[Na+], predict the reaction product. The product is: [Cl:14][C:15]1[C:16]([CH2:27][OH:4])=[N:17][CH:18]=[C:19]([CH:21]2[O:25][CH2:24][CH2:23][O:22]2)[CH:20]=1. (7) Given the reactants Br.[Cl:2][C:3]1[CH:8]=[C:7]([Cl:9])[CH:6]=[CH:5][C:4]=1[C:10]1([OH:37])[C:18]2[C:13](=[CH:14][C:15]([C:23]([OH:25])=O)=[CH:16][C:17]=2[C:19]([F:22])([F:21])[F:20])[N:12]([CH2:26][C@H:27]2[CH2:30][C@H:29]([N:31]([CH2:34][CH3:35])[CH2:32][CH3:33])[CH2:28]2)[C:11]1=[O:36].[CH3:38][NH:39][CH3:40].O=C1N(P(Cl)(N2CCOC2=O)=O)CCO1.C(=O)(O)[O-].[Na+], predict the reaction product. The product is: [ClH:2].[CH3:38][N:39]([CH3:40])[C:23]([C:15]1[CH:14]=[C:13]2[C:18]([C:10]([C:4]3[CH:5]=[CH:6][C:7]([Cl:9])=[CH:8][C:3]=3[Cl:2])([OH:37])[C:11](=[O:36])[N:12]2[CH2:26][C@H:27]2[CH2:30][C@H:29]([N:31]([CH2:34][CH3:35])[CH2:32][CH3:33])[CH2:28]2)=[C:17]([C:19]([F:21])([F:22])[F:20])[CH:16]=1)=[O:25]. (8) Given the reactants [S:1]1[C:5]2[CH:6]=[CH:7][CH:8]=[CH:9][C:4]=2[N:3]=[C:2]1[C:10]1[C:11](O)=[N:12][C:13]2[C:18]([N:19]=1)=[CH:17][CH:16]=[CH:15][CH:14]=2.S(Cl)([Cl:23])=O.CN(C=O)C, predict the reaction product. The product is: [Cl:23][C:11]1[C:10]([C:2]2[S:1][C:5]3[CH:6]=[CH:7][CH:8]=[CH:9][C:4]=3[N:3]=2)=[N:19][C:18]2[C:13]([N:12]=1)=[CH:14][CH:15]=[CH:16][CH:17]=2.